This data is from Forward reaction prediction with 1.9M reactions from USPTO patents (1976-2016). The task is: Predict the product of the given reaction. (1) The product is: [CH3:10][O:9][C:3](=[O:8])[CH:4]([CH2:14][CH2:15][O:16][CH2:17][C:18]1[CH:23]=[CH:22][CH:21]=[CH:20][CH:19]=1)[C:5](=[O:6])[CH3:7]. Given the reactants [H-].[Na+].[C:3]([O:9][CH3:10])(=[O:8])[CH2:4][C:5]([CH3:7])=[O:6].[Na+].[I-].Br[CH2:14][CH2:15][O:16][CH2:17][C:18]1[CH:23]=[CH:22][CH:21]=[CH:20][CH:19]=1, predict the reaction product. (2) Given the reactants Cl.[CH:2]12[NH:9][CH:6]([CH2:7][CH2:8]1)[CH2:5][C:4](=[O:10])[CH2:3]2.C(N(CC)C(C)C)(C)C.[C:20]([O:24][C:25](O[C:25]([O:24][C:20]([CH3:23])([CH3:22])[CH3:21])=[O:26])=[O:26])([CH3:23])([CH3:22])[CH3:21], predict the reaction product. The product is: [C:20]([O:24][C:25]([N:9]1[CH:6]2[CH2:7][CH2:8][CH:2]1[CH2:3][C:4](=[O:10])[CH2:5]2)=[O:26])([CH3:23])([CH3:22])[CH3:21]. (3) Given the reactants CS(O[C@H:6]1[C@@H:10]([O:11][C:12]2[CH:17]=[CH:16][C:15]([Cl:18])=[C:14]([F:19])[CH:13]=2)[CH2:9][N:8]([CH3:20])[CH2:7]1)(=O)=O.CN(C=O)C.[N-:26]=[N+:27]=[N-:28].[Na+], predict the reaction product. The product is: [N:26]([C@H:6]1[C@H:10]([O:11][C:12]2[CH:17]=[CH:16][C:15]([Cl:18])=[C:14]([F:19])[CH:13]=2)[CH2:9][N:8]([CH3:20])[CH2:7]1)=[N+:27]=[N-:28].